Dataset: Peptide-MHC class II binding affinity with 134,281 pairs from IEDB. Task: Regression. Given a peptide amino acid sequence and an MHC pseudo amino acid sequence, predict their binding affinity value. This is MHC class II binding data. (1) The peptide sequence is QPASAIVNFVSKVMI. The MHC is DRB1_0404 with pseudo-sequence DRB1_0404. The binding affinity (normalized) is 0.539. (2) The peptide sequence is NNHEENGQSAFETVTEASFP. The MHC is DRB1_1501 with pseudo-sequence DRB1_1501. The binding affinity (normalized) is 0. (3) The peptide sequence is SVAYKAAVGATPEAK. The MHC is HLA-DPA10103-DPB10401 with pseudo-sequence HLA-DPA10103-DPB10401. The binding affinity (normalized) is 0.296. (4) The peptide sequence is KLLPVPPTVTIFKIS. The binding affinity (normalized) is 0.213. The MHC is HLA-DQA10101-DQB10501 with pseudo-sequence HLA-DQA10101-DQB10501. (5) The peptide sequence is EGKYFAATQFEPLAA. The MHC is DRB1_1001 with pseudo-sequence DRB1_1001. The binding affinity (normalized) is 0.657.